Task: Predict the reactants needed to synthesize the given product.. Dataset: Full USPTO retrosynthesis dataset with 1.9M reactions from patents (1976-2016) Given the product [Si:23]([O:30][C@H:31]1[C:36](=[CH2:37])[C@H:35]([CH2:38][O:39][Si:40]([C:43]([CH3:46])([CH3:45])[CH3:44])([CH3:41])[CH3:42])[CH2:34]/[C:33](=[CH:17]\[C:18]([O:20][CH2:21][CH3:22])=[O:19])/[CH2:32]1)([C:26]([CH3:29])([CH3:28])[CH3:27])([CH3:25])[CH3:24], predict the reactants needed to synthesize it. The reactants are: C([Li])CCC.C(NC(C)C)(C)C.C[Si]([CH2:17][C:18]([O:20][CH2:21][CH3:22])=[O:19])(C)C.[Si:23]([O:30][C@H:31]1[C:36](=[CH2:37])[C@H:35]([CH2:38][O:39][Si:40]([C:43]([CH3:46])([CH3:45])[CH3:44])([CH3:42])[CH3:41])[CH2:34][C:33](=O)[CH2:32]1)([C:26]([CH3:29])([CH3:28])[CH3:27])([CH3:25])[CH3:24].